Dataset: Merck oncology drug combination screen with 23,052 pairs across 39 cell lines. Task: Regression. Given two drug SMILES strings and cell line genomic features, predict the synergy score measuring deviation from expected non-interaction effect. (1) Drug 1: CCC1(O)CC2CN(CCc3c([nH]c4ccccc34)C(C(=O)OC)(c3cc4c(cc3OC)N(C)C3C(O)(C(=O)OC)C(OC(C)=O)C5(CC)C=CCN6CCC43C65)C2)C1. Drug 2: O=C(O)C1(Cc2cccc(Nc3nccs3)n2)CCC(Oc2cccc(Cl)c2F)CC1. Cell line: A2058. Synergy scores: synergy=23.7. (2) Drug 1: Cn1nnc2c(C(N)=O)ncn2c1=O. Drug 2: COC1CC2CCC(C)C(O)(O2)C(=O)C(=O)N2CCCCC2C(=O)OC(C(C)CC2CCC(OP(C)(C)=O)C(OC)C2)CC(=O)C(C)C=C(C)C(O)C(OC)C(=O)C(C)CC(C)C=CC=CC=C1C. Cell line: UWB1289. Synergy scores: synergy=36.5. (3) Drug 1: O=C(CCCCCCC(=O)Nc1ccccc1)NO. Drug 2: CCC1(O)C(=O)OCc2c1cc1n(c2=O)Cc2cc3c(CN(C)C)c(O)ccc3nc2-1. Cell line: SW837. Synergy scores: synergy=3.99. (4) Drug 1: O=P1(N(CCCl)CCCl)NCCCO1. Drug 2: CC1(c2nc3c(C(N)=O)cccc3[nH]2)CCCN1. Cell line: A375. Synergy scores: synergy=1.07. (5) Drug 1: N#Cc1ccc(Cn2cncc2CN2CCN(c3cccc(Cl)c3)C(=O)C2)cc1. Drug 2: CNC(=O)c1cc(Oc2ccc(NC(=O)Nc3ccc(Cl)c(C(F)(F)F)c3)cc2)ccn1. Cell line: A2058. Synergy scores: synergy=23.2. (6) Drug 1: N#Cc1ccc(Cn2cncc2CN2CCN(c3cccc(Cl)c3)C(=O)C2)cc1. Drug 2: NC1(c2ccc(-c3nc4ccn5c(=O)[nH]nc5c4cc3-c3ccccc3)cc2)CCC1. Cell line: A375. Synergy scores: synergy=32.2.